Dataset: Catalyst prediction with 721,799 reactions and 888 catalyst types from USPTO. Task: Predict which catalyst facilitates the given reaction. (1) Reactant: [C:1]([O:5][C:6]([N:8]1[CH2:13][CH2:12][CH:11]([O:14]S(C)(=O)=O)[CH2:10][CH2:9]1)=[O:7])([CH3:4])([CH3:3])[CH3:2].O[C:20]1[CH:25]=[C:24]([CH3:26])[C:23]([C:27]2[CH:32]=[CH:31][CH:30]=[C:29]([CH2:33][O:34][C:35]3[CH:48]=[CH:47][C:38]4[C@H:39]([CH2:42][C:43]([O:45][CH3:46])=[O:44])[CH2:40][O:41][C:37]=4[CH:36]=3)[CH:28]=2)=[C:22]([CH3:49])[CH:21]=1.C(=O)([O-])[O-].[Cs+].[Cs+].C(OCC)(=O)C. Product: [C:1]([O:5][C:6]([N:8]1[CH2:13][CH2:12][CH:11]([O:14][C:20]2[CH:21]=[C:22]([CH3:49])[C:23]([C:27]3[CH:32]=[CH:31][CH:30]=[C:29]([CH2:33][O:34][C:35]4[CH:48]=[CH:47][C:38]5[C@H:39]([CH2:42][C:43]([O:45][CH3:46])=[O:44])[CH2:40][O:41][C:37]=5[CH:36]=4)[CH:28]=3)=[C:24]([CH3:26])[CH:25]=2)[CH2:10][CH2:9]1)=[O:7])([CH3:4])([CH3:3])[CH3:2]. The catalyst class is: 9. (2) Reactant: C[O:2][C:3](=O)[C:4]1[CH:9]=[CH:8][CH:7]=[C:6]([C:10]#[N:11])[CH:5]=1.O.[NH2:14][NH2:15]. Product: [C:10]([C:6]1[CH:5]=[C:4]([CH:9]=[CH:8][CH:7]=1)[C:3]([NH:14][NH2:15])=[O:2])#[N:11]. The catalyst class is: 8. (3) Reactant: [C:1]1([S:7]([N:10]2[C:14]3=[N:15][CH:16]=[C:17]([C:19]4[C:20]([CH3:25])=[N:21][O:22][C:23]=4[CH3:24])[CH:18]=[C:13]3[C:12](I)=[CH:11]2)(=[O:9])=[O:8])[CH:6]=[CH:5][CH:4]=[CH:3][CH:2]=1.C([Mg]Cl)(C)C.Cl[P:33]([C:36]1[CH:41]=[CH:40][CH:39]=[CH:38][CH:37]=1)([CH3:35])=[O:34].O. Product: [C:1]1([S:7]([N:10]2[C:14]3=[N:15][CH:16]=[C:17]([C:19]4[C:20]([CH3:25])=[N:21][O:22][C:23]=4[CH3:24])[CH:18]=[C:13]3[C:12]([P:33]([CH3:35])([C:36]3[CH:41]=[CH:40][CH:39]=[CH:38][CH:37]=3)=[O:34])=[CH:11]2)(=[O:9])=[O:8])[CH:6]=[CH:5][CH:4]=[CH:3][CH:2]=1. The catalyst class is: 7. (4) Reactant: [CH3:1][C:2]1[CH:6]=[CH:5][S:4][C:3]=1[C:7]([OH:9])=[O:8].S(=O)(=O)(O)O.[CH3:15]O. Product: [CH3:15][O:8][C:7]([C:3]1[S:4][CH:5]=[CH:6][C:2]=1[CH3:1])=[O:9]. The catalyst class is: 25. (5) Reactant: [NH2:1][C:2]1[CH:7]=[CH:6][CH:5]=[CH:4][CH:3]=1.C[Al](C)C.[F:12][C:13]1[C:34]([NH:35][S:36]([CH2:39][CH2:40][CH3:41])(=[O:38])=[O:37])=[CH:33][CH:32]=[C:31]([F:42])[C:14]=1[C:15]([NH:17][C:18]1[CH:19]=[C:20]2[C:26]([C:27](OC)=[O:28])=[CH:25][NH:24][C:21]2=[N:22][CH:23]=1)=[O:16]. Product: [F:12][C:13]1[C:34]([NH:35][S:36]([CH2:39][CH2:40][CH3:41])(=[O:37])=[O:38])=[CH:33][CH:32]=[C:31]([F:42])[C:14]=1[C:15]([NH:17][C:18]1[CH:19]=[C:20]2[C:26]([C:27]([NH:1][C:2]3[CH:7]=[CH:6][CH:5]=[CH:4][CH:3]=3)=[O:28])=[CH:25][NH:24][C:21]2=[N:22][CH:23]=1)=[O:16]. The catalyst class is: 11. (6) Reactant: [F:1][C:2]1[CH:9]=[CH:8][C:5]([CH2:6][OH:7])=[CH:4][CH:3]=1.[H-].[Na+].Cl[C:13]1[N:18]=[C:17]([NH2:19])[C:16]([F:20])=[CH:15][N:14]=1. Product: [F:20][C:16]1[C:17]([NH2:19])=[N:18][C:13]([O:7][CH2:6][C:5]2[CH:8]=[CH:9][C:2]([F:1])=[CH:3][CH:4]=2)=[N:14][CH:15]=1. The catalyst class is: 12.